From a dataset of Forward reaction prediction with 1.9M reactions from USPTO patents (1976-2016). Predict the product of the given reaction. (1) Given the reactants [CH2:1]([N:3]1[C:8](=[O:9])[C:7]([C:10]2[CH:15]=[CH:14][C:13]([F:16])=[CH:12][CH:11]=2)=[C:6]([C:17]2[CH:22]=[CH:21][N:20]=[CH:19][CH:18]=2)[N:5]=[C:4]1[S:23][CH3:24])[CH3:2].OOS([O-])=O.[K+].S([O-])(O[O-])(=O)=O.[K+].[K+].[OH2:39].C[OH:41], predict the reaction product. The product is: [CH2:1]([N:3]1[C:8](=[O:9])[C:7]([C:10]2[CH:11]=[CH:12][C:13]([F:16])=[CH:14][CH:15]=2)=[C:6]([C:17]2[CH:18]=[CH:19][N:20]=[CH:21][CH:22]=2)[N:5]=[C:4]1[S:23]([CH3:24])(=[O:41])=[O:39])[CH3:2]. (2) Given the reactants [N:1]1([C:6]2[CH:18]=[CH:17][C:9]([O:10][C@@H:11]3[CH2:16][CH2:15][CH2:14][NH:13][CH2:12]3)=[CH:8][CH:7]=2)[CH:5]=[CH:4][N:3]=[CH:2]1.Cl[CH2:20][C:21]1[CH:29]=[CH:28][C:24]2[O:25][CH2:26][O:27][C:23]=2[CH:22]=1.C([O-])([O-])=O.[K+].[K+].N[C@H](C(O)=O)CC1C=C2C(C=CC=C2)=CC=1, predict the reaction product. The product is: [N:1]1([C:6]2[CH:18]=[CH:17][C:9]([O:10][C@@H:11]3[CH2:16][CH2:15][CH2:14][N:13]([CH2:20][C:21]4[CH:29]=[CH:28][C:24]5[O:25][CH2:26][O:27][C:23]=5[CH:22]=4)[CH2:12]3)=[CH:8][CH:7]=2)[CH:5]=[CH:4][N:3]=[CH:2]1.